This data is from Full USPTO retrosynthesis dataset with 1.9M reactions from patents (1976-2016). The task is: Predict the reactants needed to synthesize the given product. (1) Given the product [C:18]([NH:17][C:13]1[CH:12]=[C:11]([C:10]#[C:9][C:3]2[C:2]([NH:1][C:30](=[O:31])[C:29]([F:40])([F:39])[F:28])=[CH:7][C:6]([Br:8])=[CH:5][N:4]=2)[CH:16]=[CH:15][N:14]=1)(=[O:20])[CH3:19], predict the reactants needed to synthesize it. The reactants are: [NH2:1][C:2]1[C:3]([C:9]#[C:10][C:11]2[CH:16]=[CH:15][N:14]=[C:13]([NH:17][C:18](=[O:20])[CH3:19])[CH:12]=2)=[N:4][CH:5]=[C:6]([Br:8])[CH:7]=1.CCN(CC)CC.[F:28][C:29]([F:40])([F:39])[C:30](O[C:30](=[O:31])[C:29]([F:40])([F:39])[F:28])=[O:31].P([O-])([O-])([O-])=O. (2) Given the product [CH3:31][C:21]12[CH2:22][C:23]3([O:26][CH2:27][CH:28]=[CH2:29])[CH2:25][C:19]([CH3:32])([CH2:18][C:17]([C:4]45[CH2:3][C:2]6([CH3:1])[CH2:12][C:6]([O:13][CH2:14][CH:15]=[CH2:16])([CH2:7][C:8]([CH3:11])([CH2:9]6)[CH2:10]4)[CH2:5]5)([CH2:24]3)[CH2:30]1)[CH2:20]2, predict the reactants needed to synthesize it. The reactants are: [CH3:1][C:2]12[CH2:12][C:6]3([O:13][CH2:14][C:15]#[CH:16])[CH2:7][C:8]([CH3:11])([CH2:10][C:4]([C:17]45[CH2:30][C:21]6([CH3:31])[CH2:22][C:23]([O:26][CH2:27][C:28]#[CH:29])([CH2:25][C:19]([CH3:32])([CH2:20]6)[CH2:18]4)[CH2:24]5)([CH2:5]3)[CH2:3]1)[CH2:9]2.N1C2C(=CC=CC=2)C=CC=1.[H][H]. (3) Given the product [C:17]([O:16][C:14](=[O:15])[NH:13][CH2:12][C:8]1[CH:7]=[C:6]2[C:11](=[CH:10][CH:9]=1)[C:2]([NH2:1])=[N:3][CH:4]=[CH:5]2)([CH3:20])([CH3:19])[CH3:18], predict the reactants needed to synthesize it. The reactants are: [NH2:1][C:2]1[C:11]2[C:6](=[CH:7][C:8]([C:12]#[N:13])=[CH:9][CH:10]=2)[CH:5]=[CH:4][N:3]=1.[C:14](O[C:14]([O:16][C:17]([CH3:20])([CH3:19])[CH3:18])=[O:15])([O:16][C:17]([CH3:20])([CH3:19])[CH3:18])=[O:15].[BH4-].[Na+]. (4) Given the product [Cl:10][C:5]1[C:6]([CH3:9])=[N:7][O:8][C:4]=1[NH:3][S:17]([C:14]1[CH:13]=[CH:12][C:11]([C:21]2[CH:26]=[CH:25][CH:24]=[CH:23][CH:22]=2)=[CH:16][CH:15]=1)(=[O:19])=[O:18], predict the reactants needed to synthesize it. The reactants are: [H-].[Na+].[NH2:3][C:4]1[O:8][N:7]=[C:6]([CH3:9])[C:5]=1[Cl:10].[C:11]1([C:21]2[CH:26]=[CH:25][CH:24]=[CH:23][CH:22]=2)[CH:16]=[CH:15][C:14]([S:17](Cl)(=[O:19])=[O:18])=[CH:13][CH:12]=1.CO. (5) Given the product [C:1]1([C:7]2([N:14]3[CH2:15][CH2:16][CH:17]([N:20]4[C:24]5[CH:25]=[CH:26][CH:27]=[CH:28][C:23]=5[N:22]=[C:21]4[C:36]([O:38][CH3:39])=[O:37])[CH2:18][CH2:19]3)[CH2:8][CH2:9][CH2:10][CH2:11][CH2:12][CH2:13]2)[CH:2]=[CH:3][CH:4]=[CH:5][CH:6]=1, predict the reactants needed to synthesize it. The reactants are: [C:1]1([C:7]2([N:14]3[CH2:19][CH2:18][CH:17]([N:20]4[C:24]5[CH:25]=[CH:26][CH:27]=[CH:28][C:23]=5[N:22]=[CH:21]4)[CH2:16][CH2:15]3)[CH2:13][CH2:12][CH2:11][CH2:10][CH2:9][CH2:8]2)[CH:6]=[CH:5][CH:4]=[CH:3][CH:2]=1.[Li]CCCC.C([C:36]([O:38][CH3:39])=[O:37])#N. (6) Given the product [F:11][C:12]1[CH:17]=[CH:16][C:15]([C:18]2[N:22]=[C:21]([C@H:23]3[CH2:28][CH2:27][CH2:26][N:25]([C:7]([C:6]4[CH:5]=[CH:4][S:3][C:2]=4[CH3:1])=[O:9])[CH2:24]3)[O:20][N:19]=2)=[CH:14][CH:13]=1, predict the reactants needed to synthesize it. The reactants are: [CH3:1][C:2]1[S:3][CH:4]=[CH:5][C:6]=1[C:7]([OH:9])=O.Cl.[F:11][C:12]1[CH:17]=[CH:16][C:15]([C:18]2[N:22]=[C:21]([C@H:23]3[CH2:28][CH2:27][CH2:26][NH:25][CH2:24]3)[O:20][N:19]=2)=[CH:14][CH:13]=1.